From a dataset of Reaction yield outcomes from USPTO patents with 853,638 reactions. Predict the reaction yield, written as a fraction of the theoretical maximum amount of product (1.0 means a 100% yield; for example, 0.34 means a 34% yield). (1) The reactants are [Br:1][C:2]1[CH:3]=[C:4]2[N:13]([CH3:14])[CH:12]=[CH:11][C:5]2=[N:6][C:7]=1[CH:8]([NH2:10])[CH3:9]. The catalyst is O.C(O)(C)C. The product is [Br:1][C:2]1[CH:3]=[C:4]2[N:13]([CH3:14])[CH:12]=[CH:11][C:5]2=[N:6][C:7]=1[C@@H:8]([NH2:10])[CH3:9]. The yield is 0.996. (2) The reactants are [CH:1]1([NH:7][C:8]2[C:13]([CH2:14][OH:15])=[CH:12][N:11]=[C:10]3[N:16]([CH2:19][O:20][CH2:21][CH2:22][Si:23]([CH3:26])([CH3:25])[CH3:24])[CH:17]=[CH:18][C:9]=23)[CH2:6][CH2:5][CH2:4][CH2:3][CH2:2]1.C=O.[C:29](O)(=O)C.C(=O)([O-])O.[Na+]. The catalyst is C(O)C. The product is [CH:1]1([N:7]2[C:8]3[C:9]4[CH:18]=[CH:17][N:16]([CH2:19][O:20][CH2:21][CH2:22][Si:23]([CH3:26])([CH3:25])[CH3:24])[C:10]=4[N:11]=[CH:12][C:13]=3[CH2:14][O:15][CH2:29]2)[CH2:2][CH2:3][CH2:4][CH2:5][CH2:6]1. The yield is 0.510. (3) No catalyst specified. The reactants are [CH2:1]([S:3][C:4]1[NH:5][C:6](=O)[C:7]2[S:12][C:11]3[N:13]=[C:14]([C:18]4[CH:23]=[CH:22][CH:21]=[CH:20][CH:19]=4)[CH:15]=[C:16]([CH3:17])[C:10]=3[C:8]=2[N:9]=1)[CH3:2].O=P(Cl)(Cl)[Cl:27].C(=O)([O-])O.[Na+]. The yield is 0.220. The product is [Cl:27][C:6]1[C:7]2[S:12][C:11]3[N:13]=[C:14]([C:18]4[CH:23]=[CH:22][CH:21]=[CH:20][CH:19]=4)[CH:15]=[C:16]([CH3:17])[C:10]=3[C:8]=2[N:9]=[C:4]([S:3][CH2:1][CH3:2])[N:5]=1. (4) The reactants are C([N:8]1[CH2:13][C:12]([C:14]2[CH:19]=[CH:18][C:17]([O:20][CH3:21])=[CH:16][CH:15]=2)=[CH:11][CH2:10][CH2:9]1)C1C=CC=CC=1.[H][H]. The catalyst is CO.[Pd]. The product is [CH3:21][O:20][C:17]1[CH:16]=[CH:15][C:14]([CH:12]2[CH2:11][CH2:10][CH2:9][NH:8][CH2:13]2)=[CH:19][CH:18]=1. The yield is 0.694. (5) The reactants are [F:1][C:2]([F:22])([F:21])[C:3]1[CH:8]=[CH:7][C:6]([C:9]2[CH:20]=[CH:19][C:12]3[NH:13][C:14](=[O:18])[CH2:15][CH2:16][NH:17][C:11]=3[CH:10]=2)=[CH:5][CH:4]=1.Br[CH2:24][C:25]([NH2:27])=[O:26].C(=O)([O-])[O-].[Na+].[Na+].C(OCC)(=O)C. The catalyst is O1CCOCC1.O.CO.ClCCl. The product is [O:18]=[C:14]1[CH2:15][CH2:16][N:17]([CH2:24][C:25]([NH2:27])=[O:26])[C:11]2[CH:10]=[C:9]([C:6]3[CH:5]=[CH:4][C:3]([C:2]([F:1])([F:21])[F:22])=[CH:8][CH:7]=3)[CH:20]=[CH:19][C:12]=2[NH:13]1. The yield is 0.240. (6) The reactants are [Br-].[O:2]1[CH2:6][CH2:5][O:4][CH:3]1[CH2:7][P+](C1C=CC=CC=1)(C1C=CC=CC=1)C1C=CC=CC=1.[CH3:27]C(C)([O-])C.[K+].[CH:33]1([NH:39][C:40]2[C:45](C=O)=[CH:44][N:43]=[C:42]3[N:48]([S:51]([C:54]4[CH:60]=[CH:59][C:57]([CH3:58])=[CH:56][CH:55]=4)(=[O:53])=[O:52])[CH:49]=[CH:50][C:41]=23)[CH2:38][CH2:37][CH2:36][CH2:35][CH2:34]1.O. The catalyst is C1COCC1. The product is [O:4]1[CH2:5][CH2:6][O:2][CH:3]1[CH:7]=[CH:27][C:45]1[CH:44]=[N:43][C:42]2[N:48]([S:51]([C:54]3[CH:60]=[CH:59][C:57]([CH3:58])=[CH:56][CH:55]=3)(=[O:52])=[O:53])[CH:49]=[CH:50][C:41]=2[C:40]=1[NH:39][CH:33]1[CH2:34][CH2:35][CH2:36][CH2:37][CH2:38]1. The yield is 0.670. (7) The reactants are [Cl:1][C:2]1[CH:7]=[CH:6][C:5]([S:8]([NH:11][C:12]2[CH:13]=[CH:14][CH:15]=[C:16]3[C:21]=2[N:20]=[CH:19][CH:18]=[C:17]3[C:22]([F:25])([F:24])[F:23])(=[O:10])=[O:9])=[C:4]([N+:26]([O-])=O)[CH:3]=1.Cl[Sn]Cl. The catalyst is Cl.CCO. The product is [NH2:26][C:4]1[CH:3]=[C:2]([Cl:1])[CH:7]=[CH:6][C:5]=1[S:8]([NH:11][C:12]1[CH:13]=[CH:14][CH:15]=[C:16]2[C:21]=1[N:20]=[CH:19][CH:18]=[C:17]2[C:22]([F:24])([F:25])[F:23])(=[O:9])=[O:10]. The yield is 1.00. (8) The catalyst is C(#N)C. The reactants are [C:1]1([C:7]([C:15]2[CH:20]=[CH:19][CH:18]=[CH:17][CH:16]=2)([C:9]2[CH:14]=[CH:13][CH:12]=[CH:11][CH:10]=2)Cl)[CH:6]=[CH:5][CH:4]=[CH:3][CH:2]=1.[NH2:21][CH:22](O)[CH3:23].[OH2:25]. The yield is 0.390. The product is [C:1]1([C:7]([NH:21][CH2:22][CH2:23][OH:25])([C:15]2[CH:20]=[CH:19][CH:18]=[CH:17][CH:16]=2)[C:9]2[CH:14]=[CH:13][CH:12]=[CH:11][CH:10]=2)[CH:6]=[CH:5][CH:4]=[CH:3][CH:2]=1. (9) The reactants are [I:1][C:2]1[C:6]2=[N:7][C:8]([C:11]([OH:13])=[O:12])=[CH:9][CH:10]=[C:5]2[N:4]([S:14]([C:17]2[CH:22]=[CH:21][C:20]([CH3:23])=[CH:19][CH:18]=2)(=[O:16])=[O:15])[CH:3]=1.[C:24](Cl)(=O)C(Cl)=O.CO. The catalyst is C(Cl)Cl.CN(C=O)C. The product is [I:1][C:2]1[C:6]2=[N:7][C:8]([C:11]([O:13][CH3:24])=[O:12])=[CH:9][CH:10]=[C:5]2[N:4]([S:14]([C:17]2[CH:22]=[CH:21][C:20]([CH3:23])=[CH:19][CH:18]=2)(=[O:15])=[O:16])[CH:3]=1. The yield is 0.900. (10) The reactants are [Cl:1][C:2]1[CH:3]=[C:4]([CH2:18][C:19]([O:21][CH3:22])=[O:20])[CH:5]=[CH:6][C:7]=1[O:8][C:9]1[N:13]([CH3:14])[N:12]=[C:11]([CH3:15])[C:10]=1[CH2:16]O.C([SiH](CC)CC)C. The catalyst is FC(F)(F)C(O)=O. The product is [Cl:1][C:2]1[CH:3]=[C:4]([CH2:18][C:19]([O:21][CH3:22])=[O:20])[CH:5]=[CH:6][C:7]=1[O:8][C:9]1[N:13]([CH3:14])[N:12]=[C:11]([CH3:15])[C:10]=1[CH3:16]. The yield is 0.850.